This data is from Peptide-MHC class I binding affinity with 185,985 pairs from IEDB/IMGT. The task is: Regression. Given a peptide amino acid sequence and an MHC pseudo amino acid sequence, predict their binding affinity value. This is MHC class I binding data. The peptide sequence is TSAYLVSIFL. The MHC is H-2-Db with pseudo-sequence H-2-Db. The binding affinity (normalized) is 0.150.